From a dataset of NCI-60 drug combinations with 297,098 pairs across 59 cell lines. Regression. Given two drug SMILES strings and cell line genomic features, predict the synergy score measuring deviation from expected non-interaction effect. Drug 1: C1=NC2=C(N1)C(=S)N=C(N2)N. Drug 2: C1C(C(OC1N2C=NC3=C(N=C(N=C32)Cl)N)CO)O. Cell line: UACC62. Synergy scores: CSS=26.0, Synergy_ZIP=-9.75, Synergy_Bliss=-5.51, Synergy_Loewe=-4.65, Synergy_HSA=-4.00.